This data is from Merck oncology drug combination screen with 23,052 pairs across 39 cell lines. The task is: Regression. Given two drug SMILES strings and cell line genomic features, predict the synergy score measuring deviation from expected non-interaction effect. Drug 1: COC12C(COC(N)=O)C3=C(C(=O)C(C)=C(N)C3=O)N1CC1NC12. Drug 2: NC1(c2ccc(-c3nc4ccn5c(=O)[nH]nc5c4cc3-c3ccccc3)cc2)CCC1. Cell line: OCUBM. Synergy scores: synergy=-2.21.